From a dataset of Full USPTO retrosynthesis dataset with 1.9M reactions from patents (1976-2016). Predict the reactants needed to synthesize the given product. (1) Given the product [Cl:1][C:2]1[C:10]2[N:9]=[C:8]3[N:11]([C:15]4[C:16]([CH3:23])=[N:17][C:18]([O:21][CH3:22])=[CH:19][CH:20]=4)[CH2:12][CH2:13][CH2:14][N:7]3[C:6]=2[C:5]([CH:24]([O:29][CH2:32][CH3:33])[C:25]([F:26])([F:28])[F:27])=[CH:4][CH:3]=1, predict the reactants needed to synthesize it. The reactants are: [Cl:1][C:2]1[C:10]2[N:9]=[C:8]3[N:11]([C:15]4[C:16]([CH3:23])=[N:17][C:18]([O:21][CH3:22])=[CH:19][CH:20]=4)[CH2:12][CH2:13][CH2:14][N:7]3[C:6]=2[C:5]([CH:24]([OH:29])[C:25]([F:28])([F:27])[F:26])=[CH:4][CH:3]=1.[H-].[Na+].[CH2:32](I)[CH3:33]. (2) Given the product [C:7]([C:11]([CH2:13][N:14]1[C:20]2[CH:21]=[CH:22][CH:23]=[CH:24][C:19]=2[N:18]([CH:25]2[CH2:30][CH2:29][CH2:28][CH2:27][CH2:26]2)[CH2:17][C@@H:16]([NH:31][C:39]([O:40][C:41]2[CH:46]=[CH:45][CH:44]=[CH:43][CH:42]=2)=[O:47])[C:15]1=[O:32])=[O:12])([CH3:10])([CH3:8])[CH3:9], predict the reactants needed to synthesize it. The reactants are: C(O)(=O)C(O)=O.[C:7]([C:11]([CH2:13][N:14]1[C:20]2[CH:21]=[CH:22][CH:23]=[CH:24][C:19]=2[N:18]([CH:25]2[CH2:30][CH2:29][CH2:28][CH2:27][CH2:26]2)[CH2:17][C@@H:16]([NH2:31])[C:15]1=[O:32])=[O:12])([CH3:10])([CH3:9])[CH3:8].C(=O)([O-])[O-].[K+].[K+].[C:39](Cl)(=[O:47])[O:40][C:41]1[CH:46]=[CH:45][CH:44]=[CH:43][CH:42]=1. (3) Given the product [Cl:1][C:2]1[CH:3]=[CH:4][C:5]([O:20][C:16]2[CH:17]=[CH:18][CH:19]=[C:14]([F:13])[CH:15]=2)=[C:6]([CH:11]=1)[C:7]([O:9][CH3:10])=[O:8], predict the reactants needed to synthesize it. The reactants are: [Cl:1][C:2]1[CH:3]=[CH:4][C:5](F)=[C:6]([CH:11]=1)[C:7]([O:9][CH3:10])=[O:8].[F:13][C:14]1[CH:15]=[C:16]([OH:20])[CH:17]=[CH:18][CH:19]=1. (4) Given the product [CH2:1]([O:3][C:4]([C:6]1[C:7]([CH2:12][CH3:13])=[N:8][NH:9][C:10]=1[O:11][CH:21]([CH3:32])[C:22]([C:24]1[CH:29]=[CH:28][C:27]([Cl:30])=[CH:26][C:25]=1[Cl:31])=[O:23])=[O:5])[CH3:2], predict the reactants needed to synthesize it. The reactants are: [CH2:1]([O:3][C:4]([C:6]1[C:7]([CH2:12][CH3:13])=[N:8][NH:9][C:10]=1[OH:11])=[O:5])[CH3:2].C([O-])([O-])=O.[K+].[K+].Br[CH:21]([CH3:32])[C:22]([C:24]1[CH:29]=[CH:28][C:27]([Cl:30])=[CH:26][C:25]=1[Cl:31])=[O:23].O. (5) Given the product [F:17][C:18]([F:28])([F:29])[O:19][C:20]1[CH:21]=[C:22]([CH:25]=[CH:26][CH:27]=1)[CH2:23][N:1]1[CH2:6][CH2:5][CH:4]([NH:7][C:8]2[S:9][C:10]([C:13]([F:16])([F:14])[F:15])=[N:11][N:12]=2)[CH2:3][CH2:2]1, predict the reactants needed to synthesize it. The reactants are: [NH:1]1[CH2:6][CH2:5][CH:4]([NH:7][C:8]2[S:9][C:10]([C:13]([F:16])([F:15])[F:14])=[N:11][N:12]=2)[CH2:3][CH2:2]1.[F:17][C:18]([F:29])([F:28])[O:19][C:20]1[CH:21]=[C:22]([CH:25]=[CH:26][CH:27]=1)[CH:23]=O.C(O[BH-](OC(=O)C)OC(=O)C)(=O)C.